From a dataset of Forward reaction prediction with 1.9M reactions from USPTO patents (1976-2016). Predict the product of the given reaction. (1) Given the reactants [NH2:1][C:2]1[N:7]=[C:6]([C:8]2[O:9][CH:10]=[CH:11][CH:12]=2)[C:5]([C:13]2[CH:14]=[CH:15][C:16](=O)[N:17](C)[CH:18]=2)=[CH:4][N:3]=1.[Cl:21]C1N=CC(C(=CN(C)C)C(C2OC=CC=2)=O)=CC=1.NC(N)=N, predict the reaction product. The product is: [Cl:21][C:16]1[N:17]=[CH:18][C:13]([C:5]2[C:6]([C:8]3[O:9][CH:10]=[CH:11][CH:12]=3)=[N:7][C:2]([NH2:1])=[N:3][CH:4]=2)=[CH:14][CH:15]=1. (2) Given the reactants C([O-])([O-])=O.[Na+].[Na+].Cl[C:8]([O:10][CH2:11][C:12]1[CH:17]=[CH:16][CH:15]=[CH:14][CH:13]=1)=[O:9].[C:18]([C:20]1[CH:21]=[C:22]([CH:24]=[CH:25][CH:26]=1)[NH2:23])#[CH:19], predict the reaction product. The product is: [C:18]([C:20]1[CH:21]=[C:22]([NH:23][C:8](=[O:9])[O:10][CH2:11][C:12]2[CH:17]=[CH:16][CH:15]=[CH:14][CH:13]=2)[CH:24]=[CH:25][CH:26]=1)#[CH:19]. (3) Given the reactants [Cl:1][C:2]1[CH:7]=[CH:6][CH:5]=[CH:4][C:3]=1[C:8]1[C:9]([CH3:22])=[N:10][C:11]2[C:16]([N:17]=1)=[C:15]([C:18]([F:21])([F:20])[F:19])[CH:14]=[CH:13][CH:12]=2.[Br:23]N1C(C)(C)C(=O)N(Br)C1=O.C(Cl)(Cl)(Cl)Cl.C(OOC(=O)C1C=CC=CC=1)(=O)C1C=CC=CC=1, predict the reaction product. The product is: [Br:23][CH2:22][C:9]1[C:8]([C:3]2[CH:4]=[CH:5][CH:6]=[CH:7][C:2]=2[Cl:1])=[N:17][C:16]2[C:11](=[CH:12][CH:13]=[CH:14][C:15]=2[C:18]([F:21])([F:19])[F:20])[N:10]=1. (4) Given the reactants [CH2:1]([O:8][C:9]1[C:10]([O:17][CH3:18])=[CH:11][C:12]([Br:16])=[C:13]([OH:15])[CH:14]=1)[C:2]1[CH:7]=[CH:6][CH:5]=[CH:4][CH:3]=1.[H-].[Na+].[CH3:21]I, predict the reaction product. The product is: [CH2:1]([O:8][C:9]1[CH:14]=[C:13]([O:15][CH3:21])[C:12]([Br:16])=[CH:11][C:10]=1[O:17][CH3:18])[C:2]1[CH:3]=[CH:4][CH:5]=[CH:6][CH:7]=1. (5) Given the reactants [CH2:1]([NH:8][C:9]1[C:14]2=[C:15]([C:18]3[CH:23]=[CH:22][CH:21]=[CH:20][CH:19]=3)[CH:16]=[CH:17][N:13]2[N:12]=[C:11]([C:24]2[CH:25]=[N:26][CH:27]=[C:28]([CH:30]3[CH2:35][O:34]C(C)(C)[O:32][CH2:31]3)[CH:29]=2)[N:10]=1)[C:2]1[CH:7]=[CH:6][CH:5]=[CH:4][CH:3]=1.O.C1(C)C=CC(S(O)(=O)=O)=CC=1, predict the reaction product. The product is: [CH2:1]([NH:8][C:9]1[C:14]2=[C:15]([C:18]3[CH:23]=[CH:22][CH:21]=[CH:20][CH:19]=3)[CH:16]=[CH:17][N:13]2[N:12]=[C:11]([C:24]2[CH:29]=[C:28]([CH:30]([CH2:35][OH:34])[CH2:31][OH:32])[CH:27]=[N:26][CH:25]=2)[N:10]=1)[C:2]1[CH:7]=[CH:6][CH:5]=[CH:4][CH:3]=1. (6) Given the reactants Cl[C:2]1[N:11]=[C:10]([NH:12][CH2:13][CH:14]([C:20]2[CH:25]=[CH:24][CH:23]=[CH:22][N:21]=2)[C:15]2[NH:16][CH:17]=[CH:18][CH:19]=2)[C:9]2[C:4](=[CH:5][CH:6]=[CH:7][CH:8]=2)[N:3]=1.[CH3:26][S:27]([NH:30][C:31]1[CH:36]=[CH:35][C:34](B(O)O)=[CH:33][CH:32]=1)(=[O:29])=[O:28].C1(C(C2C=CC=CN=2)CNC2C3C(=CC=CC=3)N=C(C3C=CC(NS(C)(=O)=O)=CC=3)N=2)C=CC=CC=1, predict the reaction product. The product is: [N:21]1[CH:22]=[CH:23][CH:24]=[CH:25][C:20]=1[CH:14]([C:15]1[NH:16][CH:17]=[CH:18][CH:19]=1)[CH2:13][NH:12][C:10]1[C:9]2[C:4](=[CH:5][CH:6]=[CH:7][CH:8]=2)[N:3]=[C:2]([C:34]2[CH:33]=[CH:32][C:31]([NH:30][S:27]([CH3:26])(=[O:28])=[O:29])=[CH:36][CH:35]=2)[N:11]=1. (7) Given the reactants [Cl:1][C:2]1[CH:3]=[C:4]2[C:13](=[CH:14][CH:15]=1)[C:12]([NH:16][CH2:17][CH2:18][CH2:19][CH2:20][CH2:21][CH2:22][NH2:23])=[C:11]1[C:6]([CH2:7][CH2:8][CH2:9][CH2:10]1)=[N:5]2.[N+](C1C=CC([O:33][C:34](=O)[O:35][CH2:36][CH2:37][C:38]2[C:46]3[C:41](=[CH:42][CH:43]=[CH:44][CH:45]=3)[NH:40][CH:39]=2)=CC=1)([O-])=O, predict the reaction product. The product is: [NH:40]1[C:41]2[C:46](=[CH:45][CH:44]=[CH:43][CH:42]=2)[C:38]([CH2:37][CH2:36][O:35][C:34](=[O:33])[NH:23][CH2:22][CH2:21][CH2:20][CH2:19][CH2:18][CH2:17][NH:16][C:12]2[C:13]3[C:4]([N:5]=[C:6]4[C:11]=2[CH2:10][CH2:9][CH2:8][CH2:7]4)=[CH:3][C:2]([Cl:1])=[CH:15][CH:14]=3)=[CH:39]1.